Dataset: Acute oral toxicity (LD50) regression data from Zhu et al.. Task: Regression/Classification. Given a drug SMILES string, predict its toxicity properties. Task type varies by dataset: regression for continuous values (e.g., LD50, hERG inhibition percentage) or binary classification for toxic/non-toxic outcomes (e.g., AMES mutagenicity, cardiotoxicity, hepatotoxicity). Dataset: ld50_zhu. (1) The drug is CN(C)CCCN1c2ccccc2Sc2ccc(Cl)cc21. The rat oral LD50 is 3.35, given as -log10 of the dose in mol/kg body weight (higher means more acutely toxic). (2) The drug is CCC(=O)N(c1ccccc1)C1CCN(CCc2ccccc2)CC1. The rat oral LD50 is 4.27, given as -log10 of the dose in mol/kg body weight (higher means more acutely toxic). (3) The molecule is Nc1ccc(OP(=O)(Oc2ccc(N)cc2)Oc2ccc(N)cc2)cc1. The rat oral LD50 is 3.43, given as -log10 of the dose in mol/kg body weight (higher means more acutely toxic). (4) The rat oral LD50 is 2.34, given as -log10 of the dose in mol/kg body weight (higher means more acutely toxic). The molecule is O=c1[nH]c(=O)c2ccccc2o1. (5) The drug is C=O. The rat oral LD50 is 1.57, given as -log10 of the dose in mol/kg body weight (higher means more acutely toxic). (6) The compound is COC(=O)CC(=O)OC. The rat oral LD50 is 1.39, given as -log10 of the dose in mol/kg body weight (higher means more acutely toxic). (7) The rat oral LD50 is 2.97, given as -log10 of the dose in mol/kg body weight (higher means more acutely toxic). The compound is CCCc1nnc(CSP(=S)(OC)OC)o1. (8) The drug is O=[N+]([O-])c1ccc(C=NNC(=S)N2CCCC2)o1. The rat oral LD50 is 2.55, given as -log10 of the dose in mol/kg body weight (higher means more acutely toxic). (9) The compound is CC(C)(C)C(=O)O. The rat oral LD50 is 2.06, given as -log10 of the dose in mol/kg body weight (higher means more acutely toxic).